This data is from Buchwald-Hartwig C-N cross coupling reaction yields with 55,370 reactions. The task is: Predict the reaction yield, written as a fraction of the theoretical maximum amount of product (1.0 means a 100% yield; for example, 0.34 means a 34% yield). (1) The reactants are CCc1ccc(Cl)cc1.Cc1ccc(N)cc1.O=S(=O)(O[Pd]1c2ccccc2-c2ccccc2N~1)C(F)(F)F.COc1ccc(OC)c(P(C(C)(C)C)C(C)(C)C)c1-c1c(C(C)C)cc(C(C)C)cc1C(C)C.CCN=P(N=P(N(C)C)(N(C)C)N(C)C)(N(C)C)N(C)C.c1ccc(CN(Cc2ccccc2)c2ccno2)cc1. No catalyst specified. The product is CCc1ccc(Nc2ccc(C)cc2)cc1. The yield is 0.140. (2) The reactants are Ic1cccnc1.Cc1ccc(N)cc1.O=S(=O)(O[Pd]1c2ccccc2-c2ccccc2N~1)C(F)(F)F.COc1ccc(OC)c(P(C(C)(C)C)C(C)(C)C)c1-c1c(C(C)C)cc(C(C)C)cc1C(C)C.CCN=P(N=P(N(C)C)(N(C)C)N(C)C)(N(C)C)N(C)C.Cc1ccno1. No catalyst specified. The product is Cc1ccc(Nc2cccnc2)cc1. The yield is 0.0501.